This data is from Reaction yield outcomes from USPTO patents with 853,638 reactions. The task is: Predict the reaction yield, written as a fraction of the theoretical maximum amount of product (1.0 means a 100% yield; for example, 0.34 means a 34% yield). (1) The reactants are [Br:1][C:2]1[CH:3]=[C:4]([S:8](Cl)(=[O:10])=[O:9])[CH:5]=[CH:6][CH:7]=1.[CH3:12][NH:13][CH3:14].C1COCC1. The catalyst is N1C=CC=CC=1. The product is [Br:1][C:2]1[CH:3]=[C:4]([S:8]([N:13]([CH3:14])[CH3:12])(=[O:10])=[O:9])[CH:5]=[CH:6][CH:7]=1. The yield is 0.960. (2) The reactants are Cl[C:2]1[N:9]=[C:8]([CH2:10][CH3:11])[CH:7]=[CH:6][C:3]=1[C:4]#[N:5].[OH:12][C:13]1[C:14]([O:21][CH3:22])=[C:15]([CH:18]=[CH:19][CH:20]=1)[CH:16]=[O:17].[F-].[K+].[OH-].[Na+]. The catalyst is CN(C=O)C. The product is [CH2:10]([C:8]1[CH:7]=[CH:6][C:3]([C:4]#[N:5])=[C:2]([O:12][C:13]2[CH:20]=[CH:19][CH:18]=[C:15]([CH:16]=[O:17])[C:14]=2[O:21][CH3:22])[N:9]=1)[CH3:11]. The yield is 0.610.